This data is from Full USPTO retrosynthesis dataset with 1.9M reactions from patents (1976-2016). The task is: Predict the reactants needed to synthesize the given product. (1) Given the product [CH2:25]([O:3][CH:4]([CH2:10][C:11]1[CH:16]=[CH:15][C:14]([O:17][CH2:18][C:19]2[CH:24]=[CH:23][CH:22]=[CH:21][CH:20]=2)=[CH:13][CH:12]=1)[C:5]([O:7][CH2:8][CH3:9])=[O:6])[CH3:26], predict the reactants needed to synthesize it. The reactants are: [H-].[Na+].[OH:3][CH:4]([CH2:10][C:11]1[CH:16]=[CH:15][C:14]([O:17][CH2:18][C:19]2[CH:24]=[CH:23][CH:22]=[CH:21][CH:20]=2)=[CH:13][CH:12]=1)[C:5]([O:7][CH2:8][CH3:9])=[O:6].[CH2:25](I)[CH3:26]. (2) Given the product [CH2:42]([N:5]([CH2:1][CH2:2][CH2:3][CH3:4])[C:6]([C:8]1[N:9]=[C:10]([C:21]2[CH:29]=[CH:28][C:24]([C:25]([O:27][CH2:50][C:51]3[CH:56]=[CH:55][CH:54]=[CH:53][CH:52]=3)=[O:26])=[CH:23][C:22]=2[C:30]([N:32]2[CH2:41][CH2:40][C:39]3[C:34](=[CH:35][CH:36]=[CH:37][CH:38]=3)[CH2:33]2)=[O:31])[N:11]([CH2:13][O:14][CH2:15][CH2:16][Si:17]([CH3:20])([CH3:19])[CH3:18])[CH:12]=1)=[O:7])[CH2:43][CH2:44][CH3:45], predict the reactants needed to synthesize it. The reactants are: [CH2:1]([N:5]([CH2:42][CH2:43][CH2:44][CH3:45])[C:6]([C:8]1[N:9]=[C:10]([C:21]2[CH:29]=[CH:28][C:24]([C:25]([OH:27])=[O:26])=[CH:23][C:22]=2[C:30]([N:32]2[CH2:41][CH2:40][C:39]3[C:34](=[CH:35][CH:36]=[CH:37][CH:38]=3)[CH2:33]2)=[O:31])[N:11]([CH2:13][O:14][CH2:15][CH2:16][Si:17]([CH3:20])([CH3:19])[CH3:18])[CH:12]=1)=[O:7])[CH2:2][CH2:3][CH3:4].C(Cl)CCl.[CH2:50](O)[C:51]1[CH:56]=[CH:55][CH:54]=[CH:53][CH:52]=1. (3) The reactants are: C(NC(C)C)(C)C.C([Li])CCC.[CH2:13]=[C:14]1[CH2:18][CH2:17][CH:16]([C:19]([O:21][CH3:22])=[O:20])[CH2:15]1.[Br:23][CH2:24][CH2:25][CH2:26]Br. Given the product [CH2:13]=[C:14]1[CH2:18][CH2:17][C:16]([CH2:26][CH2:25][CH2:24][Br:23])([C:19]([O:21][CH3:22])=[O:20])[CH2:15]1, predict the reactants needed to synthesize it. (4) Given the product [F:37][C:36]([F:39])([F:38])[C:33]1[CH:34]=[CH:35][C:30]([O:29][C:27](=[O:28])[N:2]([C@H:3]2[CH2:4][CH2:5][C@H:6]([CH2:9][CH2:10][CH2:11][CH2:12][CH2:13][NH:43][CH2:40][CH:41]=[CH2:42])[CH2:7][CH2:8]2)[CH3:1])=[CH:31][CH:32]=1, predict the reactants needed to synthesize it. The reactants are: [CH3:1][NH:2][C@H:3]1[CH2:8][CH2:7][C@H:6]([CH2:9][CH2:10][CH2:11][CH2:12][CH2:13]OS(C)(=O)=O)[CH2:5][CH2:4]1.FC(F)(F)C(O)=O.Cl[C:27]([O:29][C:30]1[CH:35]=[CH:34][C:33]([C:36]([F:39])([F:38])[F:37])=[CH:32][CH:31]=1)=[O:28].[CH2:40]([NH2:43])[CH:41]=[CH2:42]. (5) Given the product [CH3:24][O:23][C:14]1[CH:15]=[C:16]([O:19][CH2:20][O:21][CH3:22])[CH:17]=[CH:18][C:13]=1[C:12]1[C:3]([CH2:2][O:1][C:31](=[O:33])[C:30]2[CH:29]=[CH:37][C:36]([CH3:38])=[CH:35][CH:34]=2)=[C:4]2[C:9](=[CH:10][CH:11]=1)[NH:8][C:7]([CH3:26])([CH3:25])[CH:6]=[C:5]2[CH3:27], predict the reactants needed to synthesize it. The reactants are: [OH:1][CH2:2][C:3]1[C:12]([C:13]2[CH:18]=[CH:17][C:16]([O:19][CH2:20][O:21][CH3:22])=[CH:15][C:14]=2[O:23][CH3:24])=[CH:11][CH:10]=[C:9]2[C:4]=1[C:5]([CH3:27])=[CH:6][C:7]([CH3:26])([CH3:25])[NH:8]2.C[C:29]1[CH:37]=[CH:36][CH:35]=[CH:34][C:30]=1[C:31]([OH:33])=O.[CH2:38](P(CCCC)CCCC)CCC.N(C(N1CCCCC1)=O)=NC(N1CCCCC1)=O. (6) Given the product [F:29][C:30]1[C:31]([C:37]2[N:38]=[C:26]([CH:11]3[CH2:12][CH:13]([C:15]4[CH:20]=[CH:19][C:18]([O:21][C:22]([F:25])([F:24])[F:23])=[CH:17][CH:16]=4)[CH2:14][N:9]([C:7]([N:1]4[CH2:6][CH2:5][O:4][CH2:3][CH2:2]4)=[O:8])[CH2:10]3)[O:28][N:39]=2)=[N:32][CH:33]=[C:34]([F:36])[CH:35]=1, predict the reactants needed to synthesize it. The reactants are: [N:1]1([C:7]([N:9]2[CH2:14][CH:13]([C:15]3[CH:20]=[CH:19][C:18]([O:21][C:22]([F:25])([F:24])[F:23])=[CH:17][CH:16]=3)[CH2:12][CH:11]([C:26]([OH:28])=O)[CH2:10]2)=[O:8])[CH2:6][CH2:5][O:4][CH2:3][CH2:2]1.[F:29][C:30]1[C:31]([C:37](=[N:39]O)[NH2:38])=[N:32][CH:33]=[C:34]([F:36])[CH:35]=1. (7) Given the product [O:25]1[C:29]2[CH:30]=[CH:31][C:32]([C:2]3[NH:10][C:5]4=[N:6][CH:7]=[CH:8][CH:9]=[C:4]4[C:3]=3[S:11][C:12]3[CH:17]=[CH:16][C:15]([Cl:18])=[CH:14][CH:13]=3)=[CH:33][C:28]=2[O:27][CH2:26]1, predict the reactants needed to synthesize it. The reactants are: Br[C:2]1[NH:10][C:5]2=[N:6][CH:7]=[CH:8][CH:9]=[C:4]2[C:3]=1[S:11][C:12]1[CH:17]=[CH:16][C:15]([Cl:18])=[CH:14][CH:13]=1.C(=O)([O-])[O-].[Cs+].[Cs+].[O:25]1[C:29]2[CH:30]=[CH:31][C:32](B(O)O)=[CH:33][C:28]=2[O:27][CH2:26]1.